From a dataset of Catalyst prediction with 721,799 reactions and 888 catalyst types from USPTO. Predict which catalyst facilitates the given reaction. (1) Reactant: C[N:2](C)[CH:3]=[C:4]([C:10]1[CH:15]=[CH:14][N:13]=[C:12]([F:16])[CH:11]=1)[C:5](=O)[CH:6]([CH3:8])[CH3:7].[NH2:18]N. Product: [F:16][C:12]1[CH:11]=[C:10]([C:4]2[CH:3]=[N:2][NH:18][C:5]=2[CH:6]([CH3:8])[CH3:7])[CH:15]=[CH:14][N:13]=1. The catalyst class is: 191. (2) The catalyst class is: 5. Reactant: [OH-].[K+].[CH3:3]C1C=CC(S(N(N=O)C)(=O)=O)=CC=1.C(O)CO.CCOCC.[NH:26]1[C:30]2[CH:31]=[C:32]([N:35]3[CH:39]([C:40]4[CH:45]=[CH:44][C:43]([CH:46]5[CH2:51][CH2:50][CH:49]([N:52]6[CH2:57][CH2:56][O:55][CH2:54][CH2:53]6)[CH2:48][CH2:47]5)=[CH:42][CH:41]=4)[C:38]([CH3:58])=[C:37]([OH:59])[C:36]3=[O:60])[CH:33]=[CH:34][C:29]=2[N:28]=[CH:27]1. Product: [NH:26]1[C:30]2[CH:31]=[C:32]([N:35]3[CH:39]([C:40]4[CH:45]=[CH:44][C:43]([CH:46]5[CH2:47][CH2:48][CH:49]([N:52]6[CH2:53][CH2:54][O:55][CH2:56][CH2:57]6)[CH2:50][CH2:51]5)=[CH:42][CH:41]=4)[C:38]([CH3:58])=[C:37]([O:59][CH3:3])[C:36]3=[O:60])[CH:33]=[CH:34][C:29]=2[N:28]=[CH:27]1. (3) Reactant: [CH:1]1([NH:5][C:6]2[C:7]([C:20]3[CH:25]=[CH:24][C:23]([F:26])=[CH:22][CH:21]=3)=[N:8][C:9]3[C:14]([N:15]=2)=[CH:13][C:12]([C:16]([O:18][CH3:19])=[O:17])=[CH:11][CH:10]=3)[CH2:4][CH2:3][CH2:2]1.[H-].[Na+].[CH3:29]I. Product: [CH:1]1([N:5]([CH3:29])[C:6]2[C:7]([C:20]3[CH:21]=[CH:22][C:23]([F:26])=[CH:24][CH:25]=3)=[N:8][C:9]3[C:14]([N:15]=2)=[CH:13][C:12]([C:16]([O:18][CH3:19])=[O:17])=[CH:11][CH:10]=3)[CH2:2][CH2:3][CH2:4]1. The catalyst class is: 7.